From a dataset of Reaction yield outcomes from USPTO patents with 853,638 reactions. Predict the reaction yield, written as a fraction of the theoretical maximum amount of product (1.0 means a 100% yield; for example, 0.34 means a 34% yield). (1) The reactants are [CH3:1][C:2]1[CH:7]=[CH:6][N:5]=[CH:4][C:3]=1[N:8]1[CH2:12][CH2:11][NH:10][C:9]1=[O:13].Br[C:15]1[CH:23]=[CH:22][C:18]2[S:19][CH:20]=[CH:21][C:17]=2[CH:16]=1.N[C@@H]1CCCC[C@H]1N.C(=O)([O-])[O-].[K+].[K+]. The catalyst is [Cu](I)I.O1CCOCC1. The product is [S:19]1[CH:20]=[CH:21][C:17]2[CH:16]=[C:15]([N:10]3[CH2:11][CH2:12][N:8]([C:3]4[CH:4]=[N:5][CH:6]=[CH:7][C:2]=4[CH3:1])[C:9]3=[O:13])[CH:23]=[CH:22][C:18]1=2. The yield is 0.107. (2) The reactants are ClC(N(C)C)=C.[CH3:7][O:8][C@@H:9]([CH3:13])[C:10]([OH:12])=O.[NH2:14][C:15]1[CH:20]=[C:19]([CH2:21][O:22][C:23]2[C:32]3[C:27](=[CH:28][CH:29]=[CH:30][CH:31]=3)[C:26]([NH:33][C:34]([NH:36][C:37]3[N:41]([C:42]4[CH:47]=[CH:46][C:45]([CH3:48])=[CH:44][CH:43]=4)[N:40]=[C:39]([C:49]([CH3:52])([CH3:51])[CH3:50])[CH:38]=3)=[O:35])=[CH:25][CH:24]=2)[CH:18]=[CH:17][N:16]=1.CCN(C(C)C)C(C)C. The catalyst is C(Cl)Cl.N.CO. The product is [C:49]([C:39]1[CH:38]=[C:37]([NH:36][C:34](=[O:35])[NH:33][C:26]2[C:27]3[C:32](=[CH:31][CH:30]=[CH:29][CH:28]=3)[C:23]([O:22][CH2:21][C:19]3[CH:18]=[CH:17][N:16]=[C:15]([NH:14][C:10](=[O:12])[C@@H:9]([O:8][CH3:7])[CH3:13])[CH:20]=3)=[CH:24][CH:25]=2)[N:41]([C:42]2[CH:47]=[CH:46][C:45]([CH3:48])=[CH:44][CH:43]=2)[N:40]=1)([CH3:52])([CH3:51])[CH3:50]. The yield is 0.300. (3) The reactants are [C:1]1([C:7]2[S:11][C:10]([NH2:12])=[N:9][N:8]=2)[CH:6]=[CH:5][CH:4]=[CH:3][CH:2]=1.[N+:13]([C:16]1[CH:21]=[CH:20][C:19]([S:22](Cl)(=[O:24])=[O:23])=[CH:18][CH:17]=1)([O-:15])=[O:14]. The catalyst is N1C=CC=CC=1.CN(C1C=CN=CC=1)C. The product is [N+:13]([C:16]1[CH:17]=[CH:18][C:19]([S:22]([NH:12][C:10]2[S:11][C:7]([C:1]3[CH:2]=[CH:3][CH:4]=[CH:5][CH:6]=3)=[N:8][N:9]=2)(=[O:24])=[O:23])=[CH:20][CH:21]=1)([O-:15])=[O:14]. The yield is 0.310.